Task: Regression. Given two drug SMILES strings and cell line genomic features, predict the synergy score measuring deviation from expected non-interaction effect.. Dataset: NCI-60 drug combinations with 297,098 pairs across 59 cell lines (1) Drug 1: CN(CC1=CN=C2C(=N1)C(=NC(=N2)N)N)C3=CC=C(C=C3)C(=O)NC(CCC(=O)O)C(=O)O. Drug 2: CS(=O)(=O)OCCCCOS(=O)(=O)C. Cell line: SK-MEL-28. Synergy scores: CSS=6.96, Synergy_ZIP=-7.41, Synergy_Bliss=-4.23, Synergy_Loewe=-37.2, Synergy_HSA=-3.41. (2) Drug 1: CC(C)(C#N)C1=CC(=CC(=C1)CN2C=NC=N2)C(C)(C)C#N. Drug 2: C1CN(CCN1C(=O)CCBr)C(=O)CCBr. Cell line: PC-3. Synergy scores: CSS=7.04, Synergy_ZIP=-1.01, Synergy_Bliss=3.98, Synergy_Loewe=4.06, Synergy_HSA=4.13. (3) Drug 1: C1=CC(=CC=C1CCC2=CNC3=C2C(=O)NC(=N3)N)C(=O)NC(CCC(=O)O)C(=O)O. Drug 2: CC(C)(C#N)C1=CC(=CC(=C1)CN2C=NC=N2)C(C)(C)C#N. Cell line: MALME-3M. Synergy scores: CSS=13.5, Synergy_ZIP=-2.31, Synergy_Bliss=2.90, Synergy_Loewe=0.115, Synergy_HSA=1.79.